Task: Regression. Given a peptide amino acid sequence and an MHC pseudo amino acid sequence, predict their binding affinity value. This is MHC class II binding data.. Dataset: Peptide-MHC class II binding affinity with 134,281 pairs from IEDB (1) The peptide sequence is KGIIFILLMLVTPSM. The MHC is DRB1_0802 with pseudo-sequence DRB1_0802. The binding affinity (normalized) is 0.707. (2) The peptide sequence is NSYIAEMETESWIVD. The MHC is DRB3_0101 with pseudo-sequence DRB3_0101. The binding affinity (normalized) is 0.575. (3) The peptide sequence is EKKYFAATQFEPLVA. The MHC is HLA-DPA10301-DPB10402 with pseudo-sequence HLA-DPA10301-DPB10402. The binding affinity (normalized) is 1.00. (4) The peptide sequence is VRFQEAANKQKQELD. The MHC is DRB4_0101 with pseudo-sequence DRB4_0103. The binding affinity (normalized) is 0.0946. (5) The peptide sequence is TTLLRALGAQKEAIS. The MHC is DRB1_0901 with pseudo-sequence DRB1_0901. The binding affinity (normalized) is 0.220. (6) The MHC is DRB5_0101 with pseudo-sequence DRB5_0101. The binding affinity (normalized) is 0.547. The peptide sequence is NKSLGACPIRTQPRWNYYDSFSAVSEDNLGF. (7) The peptide sequence is TVPRTKYTATISGLK. The MHC is HLA-DQA10102-DQB10602 with pseudo-sequence HLA-DQA10102-DQB10602. The binding affinity (normalized) is 0.115. (8) The peptide sequence is LARALVRAVAESHGV. The MHC is HLA-DPA10201-DPB10101 with pseudo-sequence HLA-DPA10201-DPB10101. The binding affinity (normalized) is 0.128. (9) The binding affinity (normalized) is 1.00. The MHC is DRB1_0101 with pseudo-sequence DRB1_0101. The peptide sequence is RWLLIEILKASKSML.